From a dataset of Reaction yield outcomes from USPTO patents with 853,638 reactions. Predict the reaction yield, written as a fraction of the theoretical maximum amount of product (1.0 means a 100% yield; for example, 0.34 means a 34% yield). (1) The reactants are [H-].[Na+].[O:3]=[C:4]([CH2:12][C:13]1[CH:18]=[CH:17][CH:16]=[CH:15][CH:14]=1)[CH2:5]P(=O)(OC)OC.[CH3:19][O:20][C:21](=[O:37])[CH2:22][CH2:23][CH2:24][CH2:25][CH2:26][CH2:27][N:28]1[C:33](=[O:34])[CH2:32][CH2:31][CH2:30][CH:29]1[CH:35]=O. The catalyst is C1COCC1. The product is [CH3:19][O:20][C:21](=[O:37])[CH2:22][CH2:23][CH2:24][CH2:25][CH2:26][CH2:27][N:28]1[CH:29](/[CH:35]=[CH:5]/[C:4](=[O:3])[CH2:12][C:13]2[CH:14]=[CH:15][CH:16]=[CH:17][CH:18]=2)[CH2:30][CH2:31][CH2:32][C:33]1=[O:34]. The yield is 0.590. (2) The reactants are [CH3:1][C:2]1[CH:6]=[C:5]([NH:7][C:8]2[C:9]3[CH:10]=[N:11][NH:12][C:13]=3[CH:14]=[CH:15][CH:16]=2)[N:4]([C:17]2[CH:22]=[C:21](S(C)=O)[N:20]=[C:19]([CH3:26])[N:18]=2)[N:3]=1.C(O)(C)C.[NH4+:31].[OH-]. The catalyst is CN(C=O)C. The product is [NH2:31][C:21]1[N:20]=[C:19]([CH3:26])[N:18]=[C:17]([N:4]2[C:5]([NH:7][C:8]3[C:9]4[CH:10]=[N:11][NH:12][C:13]=4[CH:14]=[CH:15][CH:16]=3)=[CH:6][C:2]([CH3:1])=[N:3]2)[CH:22]=1. The yield is 0.110. (3) The reactants are Br[C:2]1[C:3]([C:9]([O:11][CH3:12])=[O:10])=[N:4][C:5]([CH3:8])=[CH:6][CH:7]=1.[CH3:13][C:14]1[C:15]([Sn](CCCC)(CCCC)CCCC)=[N:16][CH:17]=[CH:18][CH:19]=1. The catalyst is C1(C)C=CC=CC=1.C1C=CC([P]([Pd]([P](C2C=CC=CC=2)(C2C=CC=CC=2)C2C=CC=CC=2)([P](C2C=CC=CC=2)(C2C=CC=CC=2)C2C=CC=CC=2)[P](C2C=CC=CC=2)(C2C=CC=CC=2)C2C=CC=CC=2)(C2C=CC=CC=2)C2C=CC=CC=2)=CC=1. The product is [CH3:13][C:14]1[C:15]([C:2]2[C:3]([C:9]([O:11][CH3:12])=[O:10])=[N:4][C:5]([CH3:8])=[CH:6][CH:7]=2)=[N:16][CH:17]=[CH:18][CH:19]=1. The yield is 0.180.